Dataset: Catalyst prediction with 721,799 reactions and 888 catalyst types from USPTO. Task: Predict which catalyst facilitates the given reaction. (1) Reactant: O[CH:2]1[C:6]2([CH2:11][CH2:10][N:9]([C:12]([O:14][C:15]([CH3:18])([CH3:17])[CH3:16])=[O:13])[CH2:8][CH2:7]2)[C:5](=[O:19])[N:4]([C:20]2[CH2:21][O:22][C:23](=[O:25])[CH:24]=2)[CH2:3]1.C1CCN2C(=NCCC2)CC1.[B-](F)(F)(F)F.CCN([S+](F)F)CC. Product: [O:19]=[C:5]1[C:6]2([CH2:11][CH2:10][N:9]([C:12]([O:14][C:15]([CH3:17])([CH3:18])[CH3:16])=[O:13])[CH2:8][CH2:7]2)[CH:2]=[CH:3][N:4]1[C:20]1[CH2:21][O:22][C:23](=[O:25])[CH:24]=1. The catalyst class is: 2. (2) Reactant: [C:1]([O:5][C:6]([N:8]1[CH2:15][C:12]2([CH2:14][CH2:13]2)[N:11]([C:16]([C:18]2[C:19]3[C:39]([CH3:40])=[N:38][N:37]([CH:41]4[CH2:46][CH2:45][CH2:44][CH2:43][O:42]4)[C:20]=3[N:21]=[C:22]([C:24]3[CH:29]=[CH:28][C:27]([O:30]C4CCCCO4)=[CH:26][CH:25]=3)[CH:23]=2)=O)[CH2:10][CH2:9]1)=[O:7])([CH3:4])([CH3:3])[CH3:2].B.CSC. Product: [C:1]([O:5][C:6]([N:8]1[CH2:15][C:12]2([CH2:13][CH2:14]2)[N:11]([CH2:16][C:18]2[CH:23]=[C:22]([C:24]3[CH:29]=[CH:28][C:27]([OH:30])=[CH:26][CH:25]=3)[N:21]=[C:20]3[N:37]([CH:41]4[CH2:46][CH2:45][CH2:44][CH2:43][O:42]4)[N:38]=[C:39]([CH3:40])[C:19]=23)[CH2:10][CH2:9]1)=[O:7])([CH3:4])([CH3:2])[CH3:3]. The catalyst class is: 1. (3) Reactant: CC(C1C=C(C(C)C)C(C2C=CC=CC=2P(C2CCCCC2)C2CCCCC2)=C(C(C)C)C=1)C.C(=O)([O-])[O-].[Cs+].[Cs+].Cl[C:42]1[N:50]=[C:49]2[C:45]([N:46]=[C:47]([CH2:52][N:53]3[CH2:58][CH2:57][CH:56]([C:59]([O:62][CH3:63])([CH3:61])[CH3:60])[CH2:55][CH2:54]3)[N:48]2[CH3:51])=[C:44]([N:64]2[CH2:69][CH2:68][O:67][CH2:66][CH2:65]2)[N:43]=1.[CH3:70][C:71]1[NH:75][C:74]2[CH:76]=[CH:77][CH:78]=[CH:79][C:73]=2[N:72]=1. Product: [CH3:63][O:62][C:59]([CH:56]1[CH2:57][CH2:58][N:53]([CH2:52][C:47]2[N:48]([CH3:51])[C:49]3[C:45]([N:46]=2)=[C:44]([N:64]2[CH2:65][CH2:66][O:67][CH2:68][CH2:69]2)[N:43]=[C:42]([N:72]2[C:73]4[CH:79]=[CH:78][CH:77]=[CH:76][C:74]=4[N:75]=[C:71]2[CH3:70])[N:50]=3)[CH2:54][CH2:55]1)([CH3:60])[CH3:61]. The catalyst class is: 110. (4) Reactant: [OH:1][CH2:2][CH:3]([CH2:5][OH:6])[OH:4].N1C=CC=CC=1.[C:13](Cl)(=[O:31])[CH2:14][CH2:15][CH2:16][CH2:17][CH2:18][CH2:19][CH2:20][CH2:21][CH2:22][CH2:23][CH2:24][CH2:25][CH2:26][CH2:27][CH2:28][CH2:29][CH3:30].C([O-])(O)=O.[Na+]. Product: [C:13]([O:1][CH2:2][CH:3]([CH2:5][OH:6])[OH:4])(=[O:31])[CH2:14][CH2:15][CH2:16][CH2:17][CH2:18][CH2:19][CH2:20][CH2:21][CH2:22][CH2:23][CH2:24][CH2:25][CH2:26][CH2:27][CH2:28][CH2:29][CH3:30]. The catalyst class is: 3. (5) Reactant: [O:1]1[CH:5]=[CH:4][CH:3]=[C:2]1[C:6]1[N:10]([C:11]2[CH:16]=[CH:15][C:14]([O:17][CH3:18])=[CH:13][CH:12]=2)[N:9]=[C:8]([C:19]([NH2:21])=O)[CH:7]=1.N1C=CC=CC=1.O1CCOCC1.FC(F)(F)C(OC(=O)C(F)(F)F)=O. Product: [O:1]1[CH:5]=[CH:4][CH:3]=[C:2]1[C:6]1[N:10]([C:11]2[CH:16]=[CH:15][C:14]([O:17][CH3:18])=[CH:13][CH:12]=2)[N:9]=[C:8]([C:19]#[N:21])[CH:7]=1. The catalyst class is: 84.